From a dataset of Reaction yield outcomes from USPTO patents with 853,638 reactions. Predict the reaction yield, written as a fraction of the theoretical maximum amount of product (1.0 means a 100% yield; for example, 0.34 means a 34% yield). (1) The reactants are O.[Sn](Cl)Cl.[Cl:5][C:6]1[CH:28]=[C:27]([F:29])[C:26]([F:30])=[CH:25][C:7]=1[C:8]([NH:10][C:11]([NH:13][C:14]1[CH:19]=[C:18]([N+:20]([O-])=O)[CH:17]=[CH:16][C:15]=1[O:23][CH3:24])=[O:12])=[O:9].CN1CCCC1=O. The catalyst is C(OCC)(=O)C.CO. The product is [NH2:20][C:18]1[CH:17]=[CH:16][C:15]([O:23][CH3:24])=[C:14]([NH:13][C:11]([NH:10][C:8](=[O:9])[C:7]2[CH:25]=[C:26]([F:30])[C:27]([F:29])=[CH:28][C:6]=2[Cl:5])=[O:12])[CH:19]=1. The yield is 0.670. (2) The reactants are [C:1]([C:5]1[CH:10]=[C:9]([C:11]([F:14])([F:13])[F:12])[C:8]([N+:15]([O-])=O)=[CH:7][C:6]=1[O:18]CC1C=CC=CC=1)([CH3:4])([CH3:3])[CH3:2].C([O-])=O.[NH4+]. The catalyst is CCO.[Pd]. The product is [NH2:15][C:8]1[C:9]([C:11]([F:12])([F:13])[F:14])=[CH:10][C:5]([C:1]([CH3:2])([CH3:3])[CH3:4])=[C:6]([OH:18])[CH:7]=1. The yield is 0.520. (3) The reactants are [CH3:1][C:2]1([CH3:15])[O:6][C@H:5]([C:7](Cl)=[N:8]OS(C)(=O)=O)[CH2:4][O:3]1.[S-:16][C:17]#[N:18].[Na+].N1C=CC=CC=1.[CH3:26][C:27]1[C:32]([O:33][C:34]2[C:35]([NH2:47])=[N:36][CH:37]=[C:38]([S:40][C:41]3[CH:46]=[CH:45][CH:44]=[CH:43][N:42]=3)[CH:39]=2)=[CH:31][CH:30]=[CH:29][N:28]=1. The catalyst is O.C(OCC)(=O)C. The product is [CH3:15][C:2]1([CH3:1])[O:6][C@H:5]([C:7]2[N:18]=[C:17]([NH:47][C:35]3[C:34]([O:33][C:32]4[C:27]([CH3:26])=[N:28][CH:29]=[CH:30][CH:31]=4)=[CH:39][C:38]([S:40][C:41]4[CH:46]=[CH:45][CH:44]=[CH:43][N:42]=4)=[CH:37][N:36]=3)[S:16][N:8]=2)[CH2:4][O:3]1. The yield is 0.750. (4) The reactants are Br[C:2]1[CH:3]=[C:4]([C:7]([NH:9][C@@H:10]([CH2:23][C:24]2[CH:29]=[CH:28][CH:27]=[CH:26][C:25]=2[C:30]([F:33])([F:32])[F:31])[CH2:11][N:12]2[C:20](=[O:21])[C:19]3[C:14](=[CH:15][CH:16]=[CH:17][CH:18]=3)[C:13]2=[O:22])=[O:8])[S:5][CH:6]=1.C([O-])([O-])=O.[K+].[K+].[CH3:40][N:41]1[C:45](B2OC(C)(C)C(C)(C)O2)=[C:44]([CH3:55])[CH:43]=[N:42]1. The catalyst is O1CCOCC1.O.C1C=CC([P]([Pd]([P](C2C=CC=CC=2)(C2C=CC=CC=2)C2C=CC=CC=2)([P](C2C=CC=CC=2)(C2C=CC=CC=2)C2C=CC=CC=2)[P](C2C=CC=CC=2)(C2C=CC=CC=2)C2C=CC=CC=2)(C2C=CC=CC=2)C2C=CC=CC=2)=CC=1. The product is [CH3:40][N:41]1[C:45]([C:2]2[CH:3]=[C:4]([C:7]([NH:9][C@@H:10]([CH2:23][C:24]3[CH:29]=[CH:28][CH:27]=[CH:26][C:25]=3[C:30]([F:31])([F:32])[F:33])[CH2:11][N:12]3[C:13](=[O:22])[C:14]4[C:19](=[CH:18][CH:17]=[CH:16][CH:15]=4)[C:20]3=[O:21])=[O:8])[S:5][CH:6]=2)=[C:44]([CH3:55])[CH:43]=[N:42]1. The yield is 0.940. (5) The reactants are [C-]#N.[K+].[N:4]1[CH:9]=[CH:8][CH:7]=[CH:6][C:5]=1[CH:10]=[O:11].[N+:12]([CH2:14][S:15]([C:18]1[CH:23]=[CH:22][C:21](C)=[CH:20][CH:19]=1)(=[O:17])=[O:16])#[C-:13]. The catalyst is C(O)C. The product is [C:18]1([S:15]([CH:14]2[CH:10]([C:5]3[CH:6]=[CH:7][CH:8]=[CH:9][N:4]=3)[O:11][CH:13]=[N:12]2)(=[O:16])=[O:17])[CH:19]=[CH:20][CH:21]=[CH:22][CH:23]=1. The yield is 0.720. (6) The reactants are Cl[C:2]1[CH:7]=[CH:6][C:5]([N+:8]([O-:10])=[O:9])=[CH:4][N:3]=1.[OH:11][CH:12]1[CH2:17][CH2:16][NH:15][CH2:14][CH2:13]1. The catalyst is C(O)CC. The product is [N+:8]([C:5]1[CH:6]=[CH:7][C:2]([N:15]2[CH2:16][CH2:17][CH:12]([OH:11])[CH2:13][CH2:14]2)=[N:3][CH:4]=1)([O-:10])=[O:9]. The yield is 0.970. (7) The reactants are [CH3:1][C:2]1[N:7]=[CH:6][C:5]([OH:8])=[CH:4][CH:3]=1.[Br:9]Br. The catalyst is N1C=CC=CC=1. The product is [Br:9][C:6]1[C:5]([OH:8])=[CH:4][CH:3]=[C:2]([CH3:1])[N:7]=1. The yield is 0.730.